Dataset: NCI-60 drug combinations with 297,098 pairs across 59 cell lines. Task: Regression. Given two drug SMILES strings and cell line genomic features, predict the synergy score measuring deviation from expected non-interaction effect. (1) Drug 1: CC1=C2C(C(=O)C3(C(CC4C(C3C(C(C2(C)C)(CC1OC(=O)C(C(C5=CC=CC=C5)NC(=O)C6=CC=CC=C6)O)O)OC(=O)C7=CC=CC=C7)(CO4)OC(=O)C)O)C)OC(=O)C. Drug 2: CC1C(C(CC(O1)OC2CC(OC(C2O)C)OC3=CC4=CC5=C(C(=O)C(C(C5)C(C(=O)C(C(C)O)O)OC)OC6CC(C(C(O6)C)O)OC7CC(C(C(O7)C)O)OC8CC(C(C(O8)C)O)(C)O)C(=C4C(=C3C)O)O)O)O. Cell line: MOLT-4. Synergy scores: CSS=79.5, Synergy_ZIP=15.1, Synergy_Bliss=18.7, Synergy_Loewe=8.53, Synergy_HSA=11.7. (2) Drug 1: CC1OCC2C(O1)C(C(C(O2)OC3C4COC(=O)C4C(C5=CC6=C(C=C35)OCO6)C7=CC(=C(C(=C7)OC)O)OC)O)O. Drug 2: CC1=C(C=C(C=C1)C(=O)NC2=CC(=CC(=C2)C(F)(F)F)N3C=C(N=C3)C)NC4=NC=CC(=N4)C5=CN=CC=C5. Cell line: KM12. Synergy scores: CSS=23.1, Synergy_ZIP=-8.30, Synergy_Bliss=-9.05, Synergy_Loewe=-1.51, Synergy_HSA=-0.755. (3) Drug 1: CC1=C(C=C(C=C1)NC2=NC=CC(=N2)N(C)C3=CC4=NN(C(=C4C=C3)C)C)S(=O)(=O)N.Cl. Drug 2: C1=CC(=C2C(=C1NCCNCCO)C(=O)C3=C(C=CC(=C3C2=O)O)O)NCCNCCO. Cell line: HCC-2998. Synergy scores: CSS=20.2, Synergy_ZIP=10.9, Synergy_Bliss=5.20, Synergy_Loewe=-31.2, Synergy_HSA=-3.44. (4) Drug 1: CC1=CC2C(CCC3(C2CCC3(C(=O)C)OC(=O)C)C)C4(C1=CC(=O)CC4)C. Drug 2: CC1=C2C(C(=O)C3(C(CC4C(C3C(C(C2(C)C)(CC1OC(=O)C(C(C5=CC=CC=C5)NC(=O)OC(C)(C)C)O)O)OC(=O)C6=CC=CC=C6)(CO4)OC(=O)C)O)C)O. Cell line: SK-OV-3. Synergy scores: CSS=47.6, Synergy_ZIP=9.37, Synergy_Bliss=9.62, Synergy_Loewe=6.72, Synergy_HSA=10.2. (5) Drug 1: CC12CCC3C(C1CCC2=O)CC(=C)C4=CC(=O)C=CC34C. Drug 2: CC(CN1CC(=O)NC(=O)C1)N2CC(=O)NC(=O)C2. Cell line: M14. Synergy scores: CSS=24.4, Synergy_ZIP=1.01, Synergy_Bliss=-0.320, Synergy_Loewe=-13.8, Synergy_HSA=-0.201. (6) Drug 1: C1=CC(=CC=C1CCC2=CNC3=C2C(=O)NC(=N3)N)C(=O)NC(CCC(=O)O)C(=O)O. Drug 2: B(C(CC(C)C)NC(=O)C(CC1=CC=CC=C1)NC(=O)C2=NC=CN=C2)(O)O. Cell line: EKVX. Synergy scores: CSS=2.05, Synergy_ZIP=-0.167, Synergy_Bliss=0.997, Synergy_Loewe=1.42, Synergy_HSA=0.249. (7) Drug 1: CN(C)N=NC1=C(NC=N1)C(=O)N. Cell line: HCT-15. Drug 2: CC1=C(C=C(C=C1)NC(=O)C2=CC=C(C=C2)CN3CCN(CC3)C)NC4=NC=CC(=N4)C5=CN=CC=C5. Synergy scores: CSS=4.75, Synergy_ZIP=0.427, Synergy_Bliss=2.40, Synergy_Loewe=-0.262, Synergy_HSA=0.360. (8) Drug 1: C(=O)(N)NO. Drug 2: CC12CCC3C(C1CCC2O)C(CC4=C3C=CC(=C4)O)CCCCCCCCCS(=O)CCCC(C(F)(F)F)(F)F. Cell line: TK-10. Synergy scores: CSS=-3.37, Synergy_ZIP=0.634, Synergy_Bliss=-1.19, Synergy_Loewe=-5.39, Synergy_HSA=-4.19. (9) Drug 1: C1=CC(=CC=C1CCC2=CNC3=C2C(=O)NC(=N3)N)C(=O)NC(CCC(=O)O)C(=O)O. Drug 2: C1CNP(=O)(OC1)N(CCCl)CCCl. Cell line: HOP-62. Synergy scores: CSS=32.1, Synergy_ZIP=-1.84, Synergy_Bliss=-0.620, Synergy_Loewe=-62.4, Synergy_HSA=0.597.